Task: Predict the reaction yield, written as a fraction of the theoretical maximum amount of product (1.0 means a 100% yield; for example, 0.34 means a 34% yield).. Dataset: Reaction yield outcomes from USPTO patents with 853,638 reactions (1) The reactants are C1(P(C2C=CC=CC=2)C2C=CC=CC=2)C=CC=CC=1.CCOC(/N=N/C(OCC)=O)=O.[OH:32][C:33]1[CH:34]=[C:35]2[C:40](=[CH:41][CH:42]=1)[NH:39][C:38](=[O:43])[CH:37]=[CH:36]2.[Cl:44][C:45]1[CH:50]=[CH:49][C:48]([NH:51][C:52]2[N:57]=[C:56]([CH2:58]O)[CH:55]=[CH:54][N:53]=2)=[CH:47][CH:46]=1. The catalyst is C1COCC1.O. The product is [Cl:44][C:45]1[CH:46]=[CH:47][C:48]([NH:51][C:52]2[N:57]=[C:56]([CH2:58][O:32][C:33]3[CH:34]=[C:35]4[C:40](=[CH:41][CH:42]=3)[NH:39][C:38](=[O:43])[CH:37]=[CH:36]4)[CH:55]=[CH:54][N:53]=2)=[CH:49][CH:50]=1. The yield is 0.180. (2) The reactants are [CH3:1][O:2][C:3](=[O:22])[C:4]1[CH:9]=[C:8]([N+:10]([O-])=O)[C:7]([NH2:13])=[C:6]([F:14])[C:5]=1[NH:15][C:16]1[CH:21]=[CH:20][CH:19]=[CH:18][CH:17]=1.C([O-])=O.[NH4+]. The catalyst is C(O)C.[OH-].[OH-].[Pd+2]. The product is [CH3:1][O:2][C:3](=[O:22])[C:4]1[CH:9]=[C:8]([NH2:10])[C:7]([NH2:13])=[C:6]([F:14])[C:5]=1[NH:15][C:16]1[CH:17]=[CH:18][CH:19]=[CH:20][CH:21]=1. The yield is 0.930. (3) The reactants are [NH:1]1[CH2:4][CH:3]([C:5]2[CH:6]=[CH:7][C:8]3[O:17][CH2:16][CH2:15][C:14]4[N:10]([N:11]=[C:12]([C:18]5[N:19]([CH:23]([CH3:25])[CH3:24])[N:20]=[CH:21][N:22]=5)[CH:13]=4)[C:9]=3[CH:26]=2)[CH2:2]1.C(N(CC)CC)C.[CH3:34][S:35](Cl)(=[O:37])=[O:36]. The catalyst is C(Cl)Cl. The product is [CH:23]([N:19]1[C:18]([C:12]2[CH:13]=[C:14]3[N:10]([C:9]4[CH:26]=[C:5]([CH:3]5[CH2:2][N:1]([S:35]([CH3:34])(=[O:37])=[O:36])[CH2:4]5)[CH:6]=[CH:7][C:8]=4[O:17][CH2:16][CH2:15]3)[N:11]=2)=[N:22][CH:21]=[N:20]1)([CH3:24])[CH3:25]. The yield is 0.640. (4) The catalyst is C1COCC1.CO.CS(C)=O. The reactants are [C:1]([N:8]([CH3:15])[C:9]([CH3:14])([C:11]([OH:13])=O)[CH3:10])([O:3]C(C)(C)C)=[O:2].ClC(N(C)C)=C(C)C.Cl.[NH2:25][CH2:26][C:27]1[CH:28]=[C:29]([CH2:33][N:34]2[C:42]3[C:37](=[C:38]([O:43][CH3:44])[CH:39]=[CH:40][CH:41]=3)[C:36]([NH:45][S:46]([C:49]3[S:50][C:51]([Cl:54])=[CH:52][CH:53]=3)(=[O:48])=[O:47])=[N:35]2)[CH:30]=[CH:31][CH:32]=1.C(N(CC)C(C)C)(C)C. The yield is 0.870. The product is [CH:1]([OH:3])=[O:2].[Cl:54][C:51]1[S:50][C:49]([S:46]([NH:45][C:36]2[C:37]3[C:42](=[CH:41][CH:40]=[CH:39][C:38]=3[O:43][CH3:44])[N:34]([CH2:33][C:29]3[CH:28]=[C:27]([CH2:26][NH:25][C:11](=[O:13])[C:9]([CH3:10])([CH3:14])[NH:8][CH3:15])[CH:32]=[CH:31][CH:30]=3)[N:35]=2)(=[O:47])=[O:48])=[CH:53][CH:52]=1.